Dataset: Forward reaction prediction with 1.9M reactions from USPTO patents (1976-2016). Task: Predict the product of the given reaction. Given the reactants [O:1]=[CH:2][C:3]1[CH:11]=[CH:10][C:8](O)=[C:5]([O:6][CH3:7])[CH:4]=1.N1C=CC=CC=1.[S:18](O[S:18]([C:21]([F:24])([F:23])[F:22])(=[O:20])=[O:19])([C:21]([F:24])([F:23])[F:22])(=[O:20])=[O:19], predict the reaction product. The product is: [CH3:7][O:6][C:5]1[CH:4]=[C:3]([CH:11]=[CH:10][C:8]=1[S:18]([C:21]([F:24])([F:23])[F:22])(=[O:20])=[O:19])[CH:2]=[O:1].